From a dataset of NCI-60 drug combinations with 297,098 pairs across 59 cell lines. Regression. Given two drug SMILES strings and cell line genomic features, predict the synergy score measuring deviation from expected non-interaction effect. (1) Drug 1: CS(=O)(=O)C1=CC(=C(C=C1)C(=O)NC2=CC(=C(C=C2)Cl)C3=CC=CC=N3)Cl. Drug 2: CC1C(C(CC(O1)OC2CC(CC3=C2C(=C4C(=C3O)C(=O)C5=C(C4=O)C(=CC=C5)OC)O)(C(=O)C)O)N)O.Cl. Cell line: CCRF-CEM. Synergy scores: CSS=35.9, Synergy_ZIP=7.20, Synergy_Bliss=11.7, Synergy_Loewe=-15.4, Synergy_HSA=11.4. (2) Drug 1: CC(CN1CC(=O)NC(=O)C1)N2CC(=O)NC(=O)C2. Drug 2: CCCCCOC(=O)NC1=NC(=O)N(C=C1F)C2C(C(C(O2)C)O)O. Synergy scores: CSS=62.5, Synergy_ZIP=-1.22, Synergy_Bliss=-0.626, Synergy_Loewe=-23.8, Synergy_HSA=-0.720. Cell line: HL-60(TB). (3) Drug 1: C1=CC(=CC=C1CCC2=CNC3=C2C(=O)NC(=N3)N)C(=O)NC(CCC(=O)O)C(=O)O. Drug 2: CC1C(C(CC(O1)OC2CC(CC3=C2C(=C4C(=C3O)C(=O)C5=C(C4=O)C(=CC=C5)OC)O)(C(=O)CO)O)N)O.Cl. Cell line: KM12. Synergy scores: CSS=33.9, Synergy_ZIP=-2.20, Synergy_Bliss=-1.95, Synergy_Loewe=1.73, Synergy_HSA=5.01. (4) Drug 1: C1=CC(=CC=C1CCC2=CNC3=C2C(=O)NC(=N3)N)C(=O)NC(CCC(=O)O)C(=O)O. Drug 2: CC1=C(C=C(C=C1)C(=O)NC2=CC(=CC(=C2)C(F)(F)F)N3C=C(N=C3)C)NC4=NC=CC(=N4)C5=CN=CC=C5. Cell line: SNB-75. Synergy scores: CSS=25.0, Synergy_ZIP=1.77, Synergy_Bliss=1.71, Synergy_Loewe=-6.11, Synergy_HSA=1.30. (5) Drug 1: CCC1=CC2CC(C3=C(CN(C2)C1)C4=CC=CC=C4N3)(C5=C(C=C6C(=C5)C78CCN9C7C(C=CC9)(C(C(C8N6C)(C(=O)OC)O)OC(=O)C)CC)OC)C(=O)OC.C(C(C(=O)O)O)(C(=O)O)O. Drug 2: CCC1(CC2CC(C3=C(CCN(C2)C1)C4=CC=CC=C4N3)(C5=C(C=C6C(=C5)C78CCN9C7C(C=CC9)(C(C(C8N6C=O)(C(=O)OC)O)OC(=O)C)CC)OC)C(=O)OC)O.OS(=O)(=O)O. Cell line: NCI-H522. Synergy scores: CSS=69.6, Synergy_ZIP=4.07, Synergy_Bliss=4.35, Synergy_Loewe=4.31, Synergy_HSA=7.39. (6) Drug 1: CC1=C(C=C(C=C1)NC2=NC=CC(=N2)N(C)C3=CC4=NN(C(=C4C=C3)C)C)S(=O)(=O)N.Cl. Drug 2: C1=CC=C(C(=C1)C(C2=CC=C(C=C2)Cl)C(Cl)Cl)Cl. Cell line: SN12C. Synergy scores: CSS=13.5, Synergy_ZIP=-1.17, Synergy_Bliss=3.54, Synergy_Loewe=4.04, Synergy_HSA=4.33. (7) Drug 1: C1=CC(=C2C(=C1NCCNCCO)C(=O)C3=C(C=CC(=C3C2=O)O)O)NCCNCCO. Drug 2: C1CCC(C(C1)N)N.C(=O)(C(=O)[O-])[O-].[Pt+4]. Cell line: SR. Synergy scores: CSS=78.9, Synergy_ZIP=-0.279, Synergy_Bliss=-0.762, Synergy_Loewe=-2.30, Synergy_HSA=1.42.